From a dataset of Full USPTO retrosynthesis dataset with 1.9M reactions from patents (1976-2016). Predict the reactants needed to synthesize the given product. (1) Given the product [OH:36][NH:37][C:20](=[O:22])[CH2:19][CH2:18][CH2:17][C:14]1[CH:15]=[CH:16][C:11]([NH:10][S:7]([C:1]2[CH:6]=[CH:5][CH:4]=[CH:3][CH:2]=2)(=[O:9])=[O:8])=[CH:12][CH:13]=1, predict the reactants needed to synthesize it. The reactants are: [C:1]1([S:7]([NH:10][C:11]2[CH:16]=[CH:15][C:14]([CH2:17][CH2:18][CH2:19][C:20]([OH:22])=O)=[CH:13][CH:12]=2)(=[O:9])=[O:8])[CH:6]=[CH:5][CH:4]=[CH:3][CH:2]=1.Cl.CN(C)CCCN=C=NCC.O.[OH:36][N:37]1C2C=CC=CC=2N=N1.NOC1CCCCO1.C12(CS(O)(=O)=O)C(C)(C)C(CC1)CC2=O. (2) Given the product [F:30][C:29]([F:31])([F:32])[C:20]1[CH:21]=[C:22]([C:25]([F:28])([F:26])[F:27])[CH:23]=[CH:24][C:19]=1[CH2:18][O:1][C:2]1[CH:9]=[CH:8][C:5]([CH:6]=[O:7])=[C:4]([CH3:10])[CH:3]=1, predict the reactants needed to synthesize it. The reactants are: [OH:1][C:2]1[CH:9]=[CH:8][C:5]([CH:6]=[O:7])=[C:4]([CH3:10])[CH:3]=1.C(=O)([O-])[O-].[K+].[K+].Br[CH2:18][C:19]1[CH:24]=[CH:23][C:22]([C:25]([F:28])([F:27])[F:26])=[CH:21][C:20]=1[C:29]([F:32])([F:31])[F:30].O. (3) Given the product [C:1]([O:5][C:6]([N:8]1[C:16]2[C:11](=[CH:12][CH:13]=[C:14]([NH:17][CH2:24][C:25]3[CH:30]=[CH:29][CH:28]=[CH:27][CH:26]=3)[CH:15]=2)[C:10]([C:18]2[CH:23]=[CH:22][CH:21]=[CH:20][CH:19]=2)=[N:9]1)=[O:7])([CH3:4])([CH3:2])[CH3:3], predict the reactants needed to synthesize it. The reactants are: [C:1]([O:5][C:6]([N:8]1[C:16]2[C:11](=[CH:12][CH:13]=[C:14]([NH2:17])[CH:15]=2)[C:10]([C:18]2[CH:23]=[CH:22][CH:21]=[CH:20][CH:19]=2)=[N:9]1)=[O:7])([CH3:4])([CH3:3])[CH3:2].[CH:24](=O)[C:25]1[CH:30]=[CH:29][CH:28]=[CH:27][CH:26]=1.C(O[BH-](OC(=O)C)OC(=O)C)(=O)C.[Na+].C(O)(=O)C. (4) Given the product [CH3:1]/[C:2](/[CH2:9][CH2:10][CH2:11]/[CH:12]=[CH:13]\[CH2:14]/[CH:15]=[CH:16]\[CH2:17]/[CH:18]=[CH:19]\[CH2:20]/[CH:21]=[CH:22]\[CH2:23]/[CH:24]=[CH:25]\[CH2:26][CH3:27])=[CH:3]\[CH2:4][OH:5], predict the reactants needed to synthesize it. The reactants are: [CH3:1]/[C:2](/[CH2:9][CH2:10][CH2:11]/[CH:12]=[CH:13]\[CH2:14]/[CH:15]=[CH:16]\[CH2:17]/[CH:18]=[CH:19]\[CH2:20]/[CH:21]=[CH:22]\[CH2:23]/[CH:24]=[CH:25]\[CH2:26][CH3:27])=[CH:3]\[C:4](OCC)=[O:5].[H-].[H-].[H-].[H-].[Li+].[Al+3]. (5) The reactants are: Br[C:2]1[CH:3]=[C:4]([NH:8][C:9](=[O:24])[C:10]2[CH:15]=[CH:14][CH:13]=[C:12]([O:16][Si](C(C)(C)C)(C)C)[CH:11]=2)[CH:5]=[N:6][CH:7]=1.[OH:25][C:26]1[CH:27]=[C:28](B(O)O)[CH:29]=[CH:30][CH:31]=1.C([O-])(O)=O.[Na+].C1(P(C2C=CC=CC=2)C2C=CC=CC=2)C=CC=CC=1. Given the product [OH:16][C:12]1[CH:11]=[C:10]([CH:15]=[CH:14][CH:13]=1)[C:9]([NH:8][C:4]1[CH:5]=[N:6][CH:7]=[C:2]([C:30]2[CH:29]=[CH:28][CH:27]=[C:26]([OH:25])[CH:31]=2)[CH:3]=1)=[O:24], predict the reactants needed to synthesize it. (6) Given the product [CH:39]1[C:44]2[CH:32]([CH2:31][O:30][C:28](=[O:29])[NH:27][C@H:23]([C:24](=[O:25])[NH:11][C:7]3[CH:8]=[C:9]4[C:4](=[CH:5][CH:6]=3)[NH:3][C:2]([CH3:1])=[CH:10]4)[CH2:22][CH2:21][CH2:20][NH:19][C:17](=[O:16])[CH2:50][NH2:52])[C:33]3[C:38](=[CH:37][CH:36]=[CH:35][CH:34]=3)[C:43]=2[CH:42]=[CH:41][CH:40]=1, predict the reactants needed to synthesize it. The reactants are: [CH3:1][C:2]1[NH:3][C:4]2[C:9]([CH:10]=1)=[CH:8][C:7]([NH2:11])=[CH:6][CH:5]=2.C([O:16][C:17]([NH:19][CH2:20][CH2:21][CH2:22][C@H:23]([NH:27][C:28]([O:30][CH2:31][CH:32]1[C:44]2[CH:43]=[CH:42][CH:41]=[CH:40][C:39]=2[C:38]2[C:33]1=[CH:34][CH:35]=[CH:36][CH:37]=2)=[O:29])[C:24](O)=[O:25])=O)(C)(C)C.C(O[C:50]([NH:52]CC(O)=O)=O)(C)(C)C.